This data is from Peptide-MHC class II binding affinity with 134,281 pairs from IEDB. The task is: Regression. Given a peptide amino acid sequence and an MHC pseudo amino acid sequence, predict their binding affinity value. This is MHC class II binding data. The peptide sequence is LVEALYLVCGEEG. The MHC is HLA-DQA10301-DQB10302 with pseudo-sequence HLA-DQA10301-DQB10302. The binding affinity (normalized) is 0.957.